This data is from Reaction yield outcomes from USPTO patents with 853,638 reactions. The task is: Predict the reaction yield, written as a fraction of the theoretical maximum amount of product (1.0 means a 100% yield; for example, 0.34 means a 34% yield). (1) The reactants are [Cl:1][C:2]1[N:10]([CH2:11][CH:12]=[CH2:13])[C:9]2[C:8](=[O:14])[N:7]([CH3:15])[C:6](=[O:16])[N:5](COCCOC)[C:4]=2[N:3]=1.Cl. The catalyst is O1CCOCC1.O. The product is [Cl:1][C:2]1[N:10]([CH2:11][CH:12]=[CH2:13])[C:9]2[C:8](=[O:14])[N:7]([CH3:15])[C:6](=[O:16])[NH:5][C:4]=2[N:3]=1. The yield is 0.680. (2) The reactants are [CH2:1]([N:6]1[C:10](=[O:11])[C:9](=[CH:12][C:13]([O:15]CC)=[O:14])[S:8][CH:7]1[C:18]1[CH:23]=[CH:22][CH:21]=[CH:20][CH:19]=1)[CH2:2][CH:3]([CH3:5])[CH3:4].[OH-].[Na+].Cl. The catalyst is CO. The product is [CH2:1]([N:6]1[C:10](=[O:11])[C:9](=[CH:12][C:13]([OH:15])=[O:14])[S:8][CH:7]1[C:18]1[CH:23]=[CH:22][CH:21]=[CH:20][CH:19]=1)[CH2:2][CH:3]([CH3:5])[CH3:4]. The yield is 0.360. (3) The reactants are I([O-])(=O)(=O)=[O:2].[Na+].[OH:7][CH2:8][C@H:9]1[CH2:11][C@@H:10]1[CH2:12][C:13]([O:15][CH2:16][C:17]1[CH:22]=[CH:21][CH:20]=[CH:19][CH:18]=1)=[O:14]. The catalyst is CC(C)=O.O.O.[Ru](=O)=O. The product is [CH2:16]([O:15][C:13](=[O:14])[CH2:12][C@H:10]1[CH2:11][C@@H:9]1[C:8]([OH:2])=[O:7])[C:17]1[CH:18]=[CH:19][CH:20]=[CH:21][CH:22]=1. The yield is 0.910. (4) The reactants are [C:1]([O:13][CH3:14])(=[O:12])[C:2]1[CH:11]=[CH:10][C:5]([C:6]([O:8][CH3:9])=[O:7])=[CH:4][CH:3]=1.C(O)[CH2:16][CH2:17][CH2:18][CH2:19][CH2:20][CH2:21][CH2:22][CH2:23][CH2:24][CH2:25][CH2:26][CH2:27][CH2:28][CH2:29][CH2:30][CH2:31][CH3:32]. No catalyst specified. The product is [C:6]([O:8][CH2:9][CH2:32][CH2:31][CH2:30][CH2:29][CH2:28][CH2:27][CH2:26][CH2:25][CH2:24][CH2:23][CH2:22][CH2:21][CH2:20][CH2:19][CH2:18][CH2:17][CH3:16])(=[O:7])[C:5]1[CH:10]=[CH:11][C:2]([C:1]([O:13][CH2:14][CH2:32][CH2:31][CH2:30][CH2:29][CH2:28][CH2:27][CH2:26][CH2:25][CH2:24][CH2:23][CH2:22][CH2:21][CH2:20][CH2:19][CH2:18][CH2:17][CH3:16])=[O:12])=[CH:3][CH:4]=1. The yield is 0.962. (5) The reactants are [CH3:1][O:2][C:3]1[CH:4]=[C:5]([P:12](=[O:15])([CH3:14])[CH3:13])[CH:6]=[CH:7][C:8]=1[N+:9]([O-])=O. The catalyst is CCO.[Pd]. The product is [CH3:14][P:12]([C:5]1[CH:6]=[CH:7][C:8]([NH2:9])=[C:3]([O:2][CH3:1])[CH:4]=1)([CH3:13])=[O:15]. The yield is 0.860. (6) The catalyst is C(Cl)Cl.CCO. The yield is 0.580. The product is [C:4]([O:3][C:1](=[O:2])[NH:8][CH:9]([C:10]1[N:34]([C:35]2[CH:36]=[CH:37][N:38]=[CH:39][CH:40]=2)[C:29]2[CH:28]=[C:27]([F:26])[CH:32]=[CH:31][C:30]=2[N:33]=1)[CH3:11])([CH3:7])([CH3:6])[CH3:5]. The reactants are [C:1]([NH:8][C@H:9]([C:11](N)=O)[CH3:10])([O:3][C:4]([CH3:7])([CH3:6])[CH3:5])=[O:2].F[B-](F)(F)F.C([O+](CC)CC)C.[F:26][C:27]1[CH:28]=[C:29]([NH:34][C:35]2[CH:40]=[CH:39][N:38]=[CH:37][CH:36]=2)[C:30]([NH2:33])=[CH:31][CH:32]=1. (7) The reactants are [CH2:1]([NH:8][C:9](=[O:19])[C@H:10]([NH:13][C:14]([O:16][CH2:17][CH3:18])=[O:15])[CH2:11][OH:12])[C:2]1[CH:7]=[CH:6][CH:5]=[CH:4][CH:3]=1.[C:20](OCC)(=O)C.S(OC)(OC)(=O)=O.[OH-].[K+]. The catalyst is [Br-].C([N+](CCCC)(CCCC)CCCC)CCC.O. The product is [CH2:1]([NH:8][C:9](=[O:19])[C@H:10]([NH:13][C:14]([O:16][CH2:17][CH3:18])=[O:15])[CH2:11][O:12][CH3:20])[C:2]1[CH:7]=[CH:6][CH:5]=[CH:4][CH:3]=1. The yield is 0.710.